Dataset: NCI-60 drug combinations with 297,098 pairs across 59 cell lines. Task: Regression. Given two drug SMILES strings and cell line genomic features, predict the synergy score measuring deviation from expected non-interaction effect. (1) Drug 1: CC1=C2C(C(=O)C3(C(CC4C(C3C(C(C2(C)C)(CC1OC(=O)C(C(C5=CC=CC=C5)NC(=O)C6=CC=CC=C6)O)O)OC(=O)C7=CC=CC=C7)(CO4)OC(=O)C)O)C)OC(=O)C. Drug 2: CS(=O)(=O)OCCCCOS(=O)(=O)C. Cell line: U251. Synergy scores: CSS=9.57, Synergy_ZIP=7.04, Synergy_Bliss=14.4, Synergy_Loewe=-30.2, Synergy_HSA=-0.881. (2) Drug 1: COC1=CC(=CC(=C1O)OC)C2C3C(COC3=O)C(C4=CC5=C(C=C24)OCO5)OC6C(C(C7C(O6)COC(O7)C8=CC=CS8)O)O. Drug 2: CC1C(C(CC(O1)OC2CC(CC3=C2C(=C4C(=C3O)C(=O)C5=CC=CC=C5C4=O)O)(C(=O)C)O)N)O. Cell line: OVCAR-5. Synergy scores: CSS=37.8, Synergy_ZIP=-7.44, Synergy_Bliss=-6.84, Synergy_Loewe=-5.78, Synergy_HSA=-2.59. (3) Drug 1: CC1=CC2C(CCC3(C2CCC3(C(=O)C)OC(=O)C)C)C4(C1=CC(=O)CC4)C. Drug 2: C1=NC(=NC(=O)N1C2C(C(C(O2)CO)O)O)N. Cell line: K-562. Synergy scores: CSS=31.3, Synergy_ZIP=-1.09, Synergy_Bliss=2.14, Synergy_Loewe=-22.8, Synergy_HSA=1.61. (4) Drug 1: C1CCC(C1)C(CC#N)N2C=C(C=N2)C3=C4C=CNC4=NC=N3. Drug 2: CS(=O)(=O)C1=CC(=C(C=C1)C(=O)NC2=CC(=C(C=C2)Cl)C3=CC=CC=N3)Cl. Cell line: M14. Synergy scores: CSS=-13.3, Synergy_ZIP=6.47, Synergy_Bliss=3.21, Synergy_Loewe=-7.83, Synergy_HSA=-6.97. (5) Drug 1: CC1=C(C(CCC1)(C)C)C=CC(=CC=CC(=CC(=O)O)C)C. Drug 2: C1CCC(C(C1)N)N.C(=O)(C(=O)[O-])[O-].[Pt+4]. Cell line: TK-10. Synergy scores: CSS=15.4, Synergy_ZIP=-3.34, Synergy_Bliss=-2.21, Synergy_Loewe=-1.43, Synergy_HSA=2.94. (6) Drug 1: C1=CN(C(=O)N=C1N)C2C(C(C(O2)CO)O)O.Cl. Drug 2: C1=CC=C(C=C1)NC(=O)CCCCCCC(=O)NO. Cell line: NCI-H460. Synergy scores: CSS=36.1, Synergy_ZIP=-2.68, Synergy_Bliss=-2.53, Synergy_Loewe=-12.0, Synergy_HSA=-4.20. (7) Drug 1: CC1=C(C(=CC=C1)Cl)NC(=O)C2=CN=C(S2)NC3=CC(=NC(=N3)C)N4CCN(CC4)CCO. Drug 2: C1CN1C2=NC(=NC(=N2)N3CC3)N4CC4. Cell line: T-47D. Synergy scores: CSS=18.8, Synergy_ZIP=-2.20, Synergy_Bliss=0.178, Synergy_Loewe=0.996, Synergy_HSA=1.17.